From a dataset of NCI-60 drug combinations with 297,098 pairs across 59 cell lines. Regression. Given two drug SMILES strings and cell line genomic features, predict the synergy score measuring deviation from expected non-interaction effect. Drug 1: CC1=C2C(C(=O)C3(C(CC4C(C3C(C(C2(C)C)(CC1OC(=O)C(C(C5=CC=CC=C5)NC(=O)OC(C)(C)C)O)O)OC(=O)C6=CC=CC=C6)(CO4)OC(=O)C)OC)C)OC. Drug 2: CCCS(=O)(=O)NC1=C(C(=C(C=C1)F)C(=O)C2=CNC3=C2C=C(C=N3)C4=CC=C(C=C4)Cl)F. Cell line: SN12C. Synergy scores: CSS=26.1, Synergy_ZIP=-1.69, Synergy_Bliss=-3.68, Synergy_Loewe=-34.4, Synergy_HSA=-4.60.